From a dataset of Forward reaction prediction with 1.9M reactions from USPTO patents (1976-2016). Predict the product of the given reaction. (1) Given the reactants [C:1]12([CH2:11][O:12][C:13]3[C:18]([CH:19]4[CH2:21][CH2:20]4)=[CH:17][N:16]4[CH:22]=[N:23][N:24]=[C:15]4[CH:14]=3)[CH2:10][CH:5]3[CH2:6][CH:7]([CH2:9][CH:3]([CH2:4]3)[CH2:2]1)[CH2:8]2.[Br:25]N1C(=O)CCC1=O, predict the reaction product. The product is: [C:1]12([CH2:11][O:12][C:13]3[C:18]([CH:19]4[CH2:21][CH2:20]4)=[CH:17][N:16]4[C:22]([Br:25])=[N:23][N:24]=[C:15]4[CH:14]=3)[CH2:8][CH:7]3[CH2:9][CH:3]([CH2:4][CH:5]([CH2:6]3)[CH2:10]1)[CH2:2]2. (2) Given the reactants [C:1]([O:5][C:6]([N:8]([C:28]([O:30][C:31]([CH3:34])([CH3:33])[CH3:32])=[O:29])[C@@H:9]([C:25]([OH:27])=O)[CH2:10][CH2:11][C@@H:12]([C:17]1[CH:22]=[CH:21][CH:20]=[C:19]([F:23])[C:18]=1[F:24])[CH:13]([CH2:15][OH:16])[NH2:14])=[O:7])([CH3:4])([CH3:3])[CH3:2].C(Cl)CCl.C1C=NC2N(O)N=NC=2C=1.C([O-])(O)=O.[Na+], predict the reaction product. The product is: [C:1]([O:5][C:6]([N:8]([C@@H:9]1[CH2:10][CH2:11][C@@H:12]([C:17]2[CH:22]=[CH:21][CH:20]=[C:19]([F:23])[C:18]=2[F:24])[CH:13]([CH2:15][OH:16])[NH:14][C:25]1=[O:27])[C:28]([O:30][C:31]([CH3:33])([CH3:32])[CH3:34])=[O:29])=[O:7])([CH3:4])([CH3:2])[CH3:3].